Dataset: Reaction yield outcomes from USPTO patents with 853,638 reactions. Task: Predict the reaction yield, written as a fraction of the theoretical maximum amount of product (1.0 means a 100% yield; for example, 0.34 means a 34% yield). (1) The reactants are [CH:1]1([NH:7][S:8](=[O:11])(=O)[OH:9])[CH2:6][CH2:5][CH2:4][CH2:3][CH2:2]1.P(Cl)(Cl)(Cl)(Cl)[Cl:13]. The catalyst is C1(C)C=CC=CC=1. The product is [CH:1]1([NH:7][S:8]([Cl:13])(=[O:11])=[O:9])[CH2:6][CH2:5][CH2:4][CH2:3][CH2:2]1. The yield is 0.820. (2) The reactants are C(OC([N:8]1[CH2:13][CH2:12][CH:11]([CH2:14][O:15][C:16]2[CH:17]=[C:18]3[C:23](=[CH:24][C:25]=2[O:26][CH3:27])[N:22]=[CH:21][N:20]=[C:19]3[O:28][C:29]2[C:30]([F:38])=[C:31]3[C:35](=[CH:36][CH:37]=2)[NH:34][CH:33]=[CH:32]3)[CH2:10][CH2:9]1)=O)(C)(C)C.Cl. The catalyst is O1CCOCC1. The product is [F:38][C:30]1[C:29]([O:28][C:19]2[C:18]3[C:23](=[CH:24][C:25]([O:26][CH3:27])=[C:16]([O:15][CH2:14][CH:11]4[CH2:12][CH2:13][NH:8][CH2:9][CH2:10]4)[CH:17]=3)[N:22]=[CH:21][N:20]=2)=[CH:37][CH:36]=[C:35]2[C:31]=1[CH:32]=[CH:33][NH:34]2. The yield is 0.660. (3) The reactants are [Br:1]Br.C([NH:7][S:8]([C:11]1[CH:16]=[CH:15][C:14]([C:17]2[C:21]([CH3:22])=[CH:20][S:19][C:18]=2[C:23]([O:25][CH3:26])=[O:24])=[CH:13][C:12]=1[CH3:27])(=[O:10])=[O:9])(C)(C)C. The yield is 0.851. The catalyst is C(Cl)Cl. The product is [Br:1][C:20]1[S:19][C:18]([C:23]([O:25][CH3:26])=[O:24])=[C:17]([C:14]2[CH:15]=[CH:16][C:11]([S:8](=[O:10])(=[O:9])[NH2:7])=[C:12]([CH3:27])[CH:13]=2)[C:21]=1[CH3:22].